Dataset: Catalyst prediction with 721,799 reactions and 888 catalyst types from USPTO. Task: Predict which catalyst facilitates the given reaction. (1) Reactant: Br[CH:2]1[C:6]([CH3:8])([CH3:7])[O:5][C:4]([CH3:10])([CH3:9])[C:3]1=O.[NH2:12][C:13]([NH2:15])=[S:14].C(N(CC)CC)C. Product: [CH3:7][C:6]1([CH3:8])[C:2]2[N:12]=[C:13]([NH2:15])[S:14][C:3]=2[C:4]([CH3:10])([CH3:9])[O:5]1. The catalyst class is: 8. (2) Reactant: F[C:2]1[CH:7]=[CH:6][C:5]([N+:8]([O-:10])=[O:9])=[CH:4][CH:3]=1.[OH:11][C@H:12]1[CH2:16][CH2:15][NH:14][C@@H:13]1[C:17]([OH:19])=[O:18].C(=O)([O-])[O-].[K+].[K+].[Cl-].[Na+].Cl. Product: [OH:11][CH:12]1[CH2:16][CH2:15][N:14]([C:2]2[CH:7]=[CH:6][C:5]([N+:8]([O-:10])=[O:9])=[CH:4][CH:3]=2)[CH:13]1[C:17]([OH:19])=[O:18]. The catalyst class is: 60.